From a dataset of TCR-epitope binding with 47,182 pairs between 192 epitopes and 23,139 TCRs. Binary Classification. Given a T-cell receptor sequence (or CDR3 region) and an epitope sequence, predict whether binding occurs between them. (1) The epitope is EILDITPCSF. The TCR CDR3 sequence is CASSLSRQGGDEQFF. Result: 1 (the TCR binds to the epitope). (2) The epitope is WICLLQFAY. The TCR CDR3 sequence is CASSLVGEGRTEAFF. Result: 0 (the TCR does not bind to the epitope). (3) The epitope is HLVDFQVTI. The TCR CDR3 sequence is CASSQEQTYEQYF. Result: 1 (the TCR binds to the epitope). (4) Result: 0 (the TCR does not bind to the epitope). The TCR CDR3 sequence is CASSLGRTYEQYF. The epitope is HTTDPSFLGRY.